This data is from Peptide-MHC class I binding affinity with 185,985 pairs from IEDB/IMGT. The task is: Regression. Given a peptide amino acid sequence and an MHC pseudo amino acid sequence, predict their binding affinity value. This is MHC class I binding data. The peptide sequence is RTIQGQRFW. The MHC is HLA-B57:01 with pseudo-sequence HLA-B57:01. The binding affinity (normalized) is 0.0847.